Task: Predict the reactants needed to synthesize the given product.. Dataset: Full USPTO retrosynthesis dataset with 1.9M reactions from patents (1976-2016) (1) Given the product [F:22][C:23]1[C:28]([CH3:29])=[CH:27][CH:26]=[CH:25][C:24]=1[CH2:30][CH2:31][C@H:32]1[C:41]2[C:36](=[CH:37][C:38]([O:44][CH3:45])=[C:39]([O:42][CH3:43])[CH:40]=2)[CH2:35][CH2:34][N:33]1[C@H:4]([C:5]1[CH:6]=[CH:7][CH:8]=[CH:9][CH:10]=1)[C:1]([NH2:2])=[O:3], predict the reactants needed to synthesize it. The reactants are: [C:1]([CH:4](OS(C1C=CC(C)=CC=1)(=O)=O)[C:5]1[CH:10]=[CH:9][CH:8]=[CH:7][CH:6]=1)(=[O:3])[NH2:2].[F:22][C:23]1[C:28]([CH3:29])=[CH:27][CH:26]=[CH:25][C:24]=1[CH2:30][CH2:31][C@H:32]1[C:41]2[C:36](=[CH:37][C:38]([O:44][CH3:45])=[C:39]([O:42][CH3:43])[CH:40]=2)[CH2:35][CH2:34][NH:33]1. (2) Given the product [Cl:12][C:13]1[C:18]([Cl:19])=[CH:17][CH:16]=[CH:15][C:14]=1[S:20]([NH:9][C:5]1[C:4]([O:10][CH3:11])=[N:3][C:2]([Cl:1])=[C:7]([Cl:8])[N:6]=1)(=[O:22])=[O:21], predict the reactants needed to synthesize it. The reactants are: [Cl:1][C:2]1[N:3]=[C:4]([O:10][CH3:11])[C:5]([NH2:9])=[N:6][C:7]=1[Cl:8].[Cl:12][C:13]1[C:18]([Cl:19])=[CH:17][CH:16]=[CH:15][C:14]=1[S:20](Cl)(=[O:22])=[O:21]. (3) Given the product [NH2:27][C:6]1[CH:7]=[C:8]([CH:25]=[CH:26][C:5]=1[O:4][CH:1]1[CH2:2][CH2:3]1)[C:9]([NH:11][C:12]1[CH:13]=[N:14][C:15]([C:18]2[CH:23]=[CH:22][CH:21]=[CH:20][C:19]=2[F:24])=[CH:16][CH:17]=1)=[O:10], predict the reactants needed to synthesize it. The reactants are: [CH:1]1([O:4][C:5]2[CH:26]=[CH:25][C:8]([C:9]([NH:11][C:12]3[CH:13]=[N:14][C:15]([C:18]4[CH:23]=[CH:22][CH:21]=[CH:20][C:19]=4[F:24])=[CH:16][CH:17]=3)=[O:10])=[CH:7][C:6]=2[N+:27]([O-])=O)[CH2:3][CH2:2]1. (4) The reactants are: Cl[C:2]1[CH:9]=[CH:8][C:5]([C:6]#[N:7])=[CH:4][N:3]=1.[CH2:10]([Sn](CCCC)(CCCC)C=C)[CH2:11]CC. Given the product [CH:10]([C:2]1[CH:9]=[CH:8][C:5]([C:6]#[N:7])=[CH:4][N:3]=1)=[CH2:11], predict the reactants needed to synthesize it. (5) The reactants are: [CH2:1]([NH:3][C:4]([C:6]1[C:10]([C:11]2[CH:16]=[CH:15][C:14]([CH2:17][N:18]3[CH2:23][CH2:22][O:21][CH2:20][CH2:19]3)=[CH:13][CH:12]=2)=[C:9]([C:24]2[CH:29]=[C:28]([CH:30]([CH3:32])[CH3:31])[C:27]([O:33]CC3C=CC=CC=3)=[CH:26][C:25]=2[O:41]CC2C=CC=CC=2)[O:8][N:7]=1)=[O:5])[CH3:2].CO. Given the product [CH2:1]([NH:3][C:4]([C:6]1[C:10]([C:11]2[CH:16]=[CH:15][C:14]([CH2:17][N:18]3[CH2:23][CH2:22][O:21][CH2:20][CH2:19]3)=[CH:13][CH:12]=2)=[C:9]([C:24]2[CH:29]=[C:28]([CH:30]([CH3:31])[CH3:32])[C:27]([OH:33])=[CH:26][C:25]=2[OH:41])[O:8][N:7]=1)=[O:5])[CH3:2], predict the reactants needed to synthesize it.